This data is from Catalyst prediction with 721,799 reactions and 888 catalyst types from USPTO. The task is: Predict which catalyst facilitates the given reaction. Reactant: [Br:1][C:2]1[CH:3]=[N:4][N:5]2[CH:10]=[CH:9][C:8]([C:11]([OH:13])=O)=[CH:7][C:6]=12.C(Cl)(=O)C(Cl)=O.[O:20]1[CH2:23][CH:22]([NH:24][C:25]2[CH:32]=[CH:31][C:28]([C:29]#[N:30])=[CH:27][N:26]=2)[CH2:21]1.[H-].[Na+]. Product: [Br:1][C:2]1[CH:3]=[N:4][N:5]2[CH:10]=[CH:9][C:8]([C:11]([N:24]([C:25]3[CH:32]=[CH:31][C:28]([C:29]#[N:30])=[CH:27][N:26]=3)[CH:22]3[CH2:21][O:20][CH2:23]3)=[O:13])=[CH:7][C:6]=12. The catalyst class is: 120.